The task is: Predict the reaction yield, written as a fraction of the theoretical maximum amount of product (1.0 means a 100% yield; for example, 0.34 means a 34% yield).. This data is from Reaction yield outcomes from USPTO patents with 853,638 reactions. (1) The reactants are CN(C)[CH:3]=[O:4].C(Cl)(=O)C(Cl)=O.[CH3:12][O:13][C:14]1[CH:18]=[CH:17][O:16][CH:15]=1. The catalyst is ClCCl. The product is [CH3:12][O:13][C:14]1[CH:15]=[CH:3][O:4][C:18]=1[CH:17]=[O:16]. The yield is 0.550. (2) The reactants are [N+:1]([C:4]1[CH:9]=[CH:8][CH:7]=[C:6]([N+:10]([O-])=O)[C:5]=1[CH:13]=[CH2:14])([O-:3])=[O:2].C(O)C.O.O.O.O.O.O.O.O.O.[S-2].[Na+].[Na+]. The catalyst is O. The product is [N+:1]([C:4]1[C:5]([CH:13]=[CH2:14])=[C:6]([CH:7]=[CH:8][CH:9]=1)[NH2:10])([O-:3])=[O:2]. The yield is 0.240. (3) The reactants are Br[CH2:2][C:3]([C:5]1[C:10]([CH3:11])=[CH:9][C:8]([Cl:12])=[CH:7][C:6]=1[CH3:13])=O.[NH2:14][C:15]([NH2:17])=[S:16]. The catalyst is CCO. The product is [Cl:12][C:8]1[CH:9]=[C:10]([CH3:11])[C:5]([C:3]2[N:14]=[C:15]([NH2:17])[S:16][CH:2]=2)=[C:6]([CH3:13])[CH:7]=1. The yield is 0.720. (4) The reactants are [C:1]([CH2:3][C:4]([NH:6][CH:7]1[CH2:12][CH2:11][CH2:10][CH2:9][CH2:8]1)=[O:5])#[N:2].[CH:13](OCC)(OCC)[O:14][CH2:15][CH3:16]. The catalyst is C(OC(=O)C)(=O)C. The product is [C:1]([C:3](=[CH:13][O:14][CH2:15][CH3:16])[C:4]([NH:6][CH:7]1[CH2:12][CH2:11][CH2:10][CH2:9][CH2:8]1)=[O:5])#[N:2]. The yield is 0.350. (5) The reactants are [C@H:1]12[N:8]([C:9]3[N:14]=[C:13]([C:15]4[CH:16]=[C:17]([CH:39]=[CH:40][CH:41]=4)[O:18][CH2:19][CH:20]([O:31][Si](C(C)(C)C)(C)C)[CH2:21][N:22](C)[C:23](=O)OC(C)(C)C)[N:12]=[C:11]4[N:42]([CH:45]5[CH2:47][CH2:46]5)[N:43]=[CH:44][C:10]=34)[C@H:5]([CH2:6][CH2:7]1)[CH2:4][O:3][CH2:2]2.Cl.C(O)=O. The catalyst is CO. The product is [C@H:5]12[N:8]([C:9]3[N:14]=[C:13]([C:15]4[CH:16]=[C:17]([CH:39]=[CH:40][CH:41]=4)[O:18][CH2:19][CH:20]([OH:31])[CH2:21][NH:22][CH3:23])[N:12]=[C:11]4[N:42]([CH:45]5[CH2:46][CH2:47]5)[N:43]=[CH:44][C:10]=34)[C@H:1]([CH2:7][CH2:6]1)[CH2:2][O:3][CH2:4]2. The yield is 0.230. (6) The reactants are C1(OC(=O)[N:9]([C:19]2[CH:24]=[C:23]([O:25][C:26]3[CH:31]=[CH:30][C:29]([NH:32][C:33]([C:35]4([C:38](=[O:47])[NH:39][C:40]5[CH:45]=[CH:44][C:43]([F:46])=[CH:42][CH:41]=5)[CH2:37][CH2:36]4)=[O:34])=[CH:28][CH:27]=3)[CH:22]=[CH:21][N:20]=2)[C:10](OC2C=CC=CC=2)=[O:11])C=CC=CC=1.Cl.Cl.Cl.[N:52]1([CH2:56][CH2:57][N:58]2[CH2:63][CH2:62][NH:61][CH2:60][CH2:59]2)[CH2:55][CH2:54][CH2:53]1.C(N(CC)CC)C.O. The catalyst is CN(C)C=O. The product is [N:52]1([CH2:56][CH2:57][N:58]2[CH2:59][CH2:60][N:61]([C:10]([NH:9][C:19]3[CH:24]=[C:23]([O:25][C:26]4[CH:31]=[CH:30][C:29]([NH:32][C:33]([C:35]5([C:38]([NH:39][C:40]6[CH:41]=[CH:42][C:43]([F:46])=[CH:44][CH:45]=6)=[O:47])[CH2:37][CH2:36]5)=[O:34])=[CH:28][CH:27]=4)[CH:22]=[CH:21][N:20]=3)=[O:11])[CH2:62][CH2:63]2)[CH2:53][CH2:54][CH2:55]1. The yield is 0.512. (7) The reactants are COC1C=C(OC)C=CC=1C[N:6]([C:31]1[CH:36]=[CH:35][N:34]=[CH:33][N:32]=1)[S:7]([C:10]1[C:15]([F:16])=[CH:14][C:13]([O:17][C@H:18]2[CH2:22][CH2:21][CH2:20][C@@H:19]2[C:23]2[N:27]([CH2:28][CH3:29])[N:26]=[CH:25][CH:24]=2)=[CH:12][C:11]=1[F:30])(=[O:9])=[O:8].C([SiH](CC)CC)C.FC(F)(F)C(O)=O. The catalyst is ClCCl. The product is [CH2:28]([N:27]1[C:23]([C@H:19]2[CH2:20][CH2:21][CH2:22][C@@H:18]2[O:17][C:13]2[CH:14]=[C:15]([F:16])[C:10]([S:7]([NH:6][C:31]3[CH:36]=[CH:35][N:34]=[CH:33][N:32]=3)(=[O:9])=[O:8])=[C:11]([F:30])[CH:12]=2)=[CH:24][CH:25]=[N:26]1)[CH3:29]. The yield is 0.870.